This data is from Full USPTO retrosynthesis dataset with 1.9M reactions from patents (1976-2016). The task is: Predict the reactants needed to synthesize the given product. (1) Given the product [Br:14][CH2:15][CH:16]([O:19][Si:6]([C:9]([CH3:12])([CH3:11])[CH3:10])([CH3:8])[CH3:7])[CH:17]=[CH2:18], predict the reactants needed to synthesize it. The reactants are: N1C=CN=C1.[Si:6](Cl)([C:9]([CH3:12])([CH3:11])[CH3:10])([CH3:8])[CH3:7].[Br:14][CH2:15][CH:16]([OH:19])[CH:17]=[CH2:18].O. (2) Given the product [C:5]([O:4][CH:1]([C@@H:18]1[C@@H:17]([O:29][CH2:30][C:31]2[CH:36]=[CH:35][CH:34]=[CH:33][CH:32]=2)[C@H:16]([O:15][CH2:8][C:9]2[CH:14]=[CH:13][CH:12]=[CH:11][CH:10]=2)[C@H:21]2[NH:22][C:23](=[O:25])[O:24][C@H:20]2[CH2:19]1)[CH3:2])(=[O:7])[CH3:6], predict the reactants needed to synthesize it. The reactants are: [C:1]([O:4][C:5](=[O:7])[CH3:6])(=O)[CH3:2].[CH2:8]([O:15][C@@H:16]1[C@H:21]2[NH:22][C:23](=[O:25])[O:24][C@H:20]2[CH2:19][C@H:18](C(O)C)[C@H:17]1[O:29][CH2:30][C:31]1[CH:36]=[CH:35][CH:34]=[CH:33][CH:32]=1)[C:9]1[CH:14]=[CH:13][CH:12]=[CH:11][CH:10]=1.